From a dataset of Forward reaction prediction with 1.9M reactions from USPTO patents (1976-2016). Predict the product of the given reaction. The product is: [NH2:8][C:9]1[N:14]=[C:13]([CH3:15])[C:12]([CH2:16][NH:17][C:18]2[C:19]3[C:20](=[N:24][N:25]([CH2:27][C:28]4[CH:29]=[CH:30][C:31]([CH2:32][N:33]5[CH:37]=[CH:36][C:35]([C:38]([OH:40])=[O:39])=[N:34]5)=[CH:41][CH:42]=4)[CH:26]=3)[N:21]=[CH:22][N:23]=2)=[C:11]([CH3:43])[CH:10]=1. Given the reactants C(OC([NH:8][C:9]1[N:14]=[C:13]([CH3:15])[C:12]([CH2:16][NH:17][C:18]2[C:19]3[C:20](=[N:24][N:25]([CH2:27][C:28]4[CH:42]=[CH:41][C:31]([CH2:32][N:33]5[CH:37]=[CH:36][C:35]([C:38]([OH:40])=[O:39])=[N:34]5)=[CH:30][CH:29]=4)[CH:26]=3)[N:21]=[CH:22][N:23]=2)=[C:11]([CH3:43])[CH:10]=1)=O)(C)(C)C.Cl, predict the reaction product.